Predict the reaction yield, written as a fraction of the theoretical maximum amount of product (1.0 means a 100% yield; for example, 0.34 means a 34% yield). From a dataset of Reaction yield outcomes from USPTO patents with 853,638 reactions. (1) The product is [NH2:30][C:29]1[CH:28]=[C:27]([C:2]2[CH:3]=[N:4][N:5]3[CH:10]=[CH:9][C:8]([C:11]([N:13]([C:15]4[CH:20]=[CH:19][C:18]([C:21]#[N:22])=[CH:17][N:16]=4)[CH3:14])=[O:12])=[CH:7][C:6]=23)[CH:26]=[N:25][C:24]=1[Cl:23]. The catalyst is O1CCOCC1. The reactants are Br[C:2]1[CH:3]=[N:4][N:5]2[CH:10]=[CH:9][C:8]([C:11]([N:13]([C:15]3[CH:20]=[CH:19][C:18]([C:21]#[N:22])=[CH:17][N:16]=3)[CH3:14])=[O:12])=[CH:7][C:6]=12.[Cl:23][C:24]1[C:29]([NH2:30])=[CH:28][C:27](B2OC(C)(C)C(C)(C)O2)=[CH:26][N:25]=1.C([O-])([O-])=O.[Na+].[Na+]. The yield is 0.200. (2) The reactants are [Br:1][C:2]1[C:10]2[C:9](Cl)=[N:8][CH:7]=[N:6][C:5]=2[N:4]([CH:12]2[CH2:15][N:14]([C:16]([O:18][C:19]([CH3:22])([CH3:21])[CH3:20])=[O:17])[CH2:13]2)[CH:3]=1.[OH-].[NH4+:24]. No catalyst specified. The product is [NH2:24][C:9]1[C:10]2[C:2]([Br:1])=[CH:3][N:4]([CH:12]3[CH2:15][N:14]([C:16]([O:18][C:19]([CH3:22])([CH3:21])[CH3:20])=[O:17])[CH2:13]3)[C:5]=2[N:6]=[CH:7][N:8]=1. The yield is 0.150.